This data is from Reaction yield outcomes from USPTO patents with 853,638 reactions. The task is: Predict the reaction yield, written as a fraction of the theoretical maximum amount of product (1.0 means a 100% yield; for example, 0.34 means a 34% yield). (1) The reactants are [CH2:1]([CH2:3][NH2:4])[OH:2].[N:5]([CH2:8][CH2:9][CH2:10][NH:11][C:12]1[N:17]=[C:16](Cl)[N:15]=[C:14]([Cl:19])[N:13]=1)=[N+:6]=[N-:7]. The catalyst is CC(C)=O. The product is [N:5]([CH2:8][CH2:9][CH2:10][NH:11][C:12]1[N:13]=[C:14]([Cl:19])[N:15]=[C:16]([NH:4][CH2:3][CH2:1][OH:2])[N:17]=1)=[N+:6]=[N-:7]. The yield is 0.850. (2) The reactants are C([O:8][C@H:9]1[CH2:12][C@H:11]([C:13]2[N:17]([C:18]([O:20][C:21]([CH3:24])([CH3:23])[CH3:22])=[O:19])[C:16]3[CH:25]=[CH:26][CH:27]=[CH:28][C:15]=3[N:14]=2)[CH2:10]1)C1C=CC=CC=1.C1CCCCC=1.CC1C=C2N=C3C(=NC(NC3=O)=O)N(C[C@H](O)[C@H](O)[C@H](O)CO)C2=CC=1C. The catalyst is C(O)C.[Pd]. The product is [OH:8][C@H:9]1[CH2:10][C@H:11]([C:13]2[N:17]([C:18]([O:20][C:21]([CH3:22])([CH3:23])[CH3:24])=[O:19])[C:16]3[CH:25]=[CH:26][CH:27]=[CH:28][C:15]=3[N:14]=2)[CH2:12]1. The yield is 0.880. (3) The product is [CH:1]1([CH2:7][CH:8]([CH3:12])[CH2:9][CH2:10][OH:11])[CH2:6][CH2:5][CH2:4][CH2:3][CH2:2]1. The reactants are [C:1]1([CH2:7][CH:8]([CH3:12])[CH2:9][CH2:10][OH:11])[CH2:6][CH2:5][CH2:4][CH2:3][CH:2]=1.[H][H]. The catalyst is [Ni].C(O)(C)C. The yield is 0.930. (4) The reactants are [C:1]([C:5]1[C:6]([N+:17]([O-])=O)=[C:7]([OH:16])[C:8]([OH:15])=[C:9]([C:11]([CH3:14])([CH3:13])[CH3:12])[CH:10]=1)([CH3:4])([CH3:3])[CH3:2]. The catalyst is CCO.[Pd]. The product is [C:1]([C:5]1[C:6]([NH2:17])=[C:7]([OH:16])[C:8]([OH:15])=[C:9]([C:11]([CH3:14])([CH3:13])[CH3:12])[CH:10]=1)([CH3:4])([CH3:2])[CH3:3]. The yield is 0.330. (5) The reactants are C(O[C:4](=[O:21])[C:5]1[CH:10]=[C:9]([O:11][CH2:12][CH3:13])[C:8]([NH:14][C:15](=[O:17])[CH3:16])=[C:7]([O:18][CH2:19][CH3:20])[CH:6]=1)C.[H-].[Al+3].[Li+].[H-].[H-].[H-].C1C[O:31]CC1. The catalyst is O=[Mn]=O. The product is [C:15]1(=[O:17])[N:14]([C:8]2[C:7]([O:18][CH2:19][CH3:20])=[CH:6][C:5]([CH:4]=[O:21])=[CH:10][C:9]=2[O:11][CH2:12][CH3:13])[C:16]1=[O:31]. The yield is 0.900. (6) The reactants are [F:1][C:2]1([F:29])[CH2:7][CH2:6][N:5]([C:8]([C:10]2[NH:28][C:13]3=[N:14][CH:15]=[C:16]([O:18][CH:19]4[CH2:24][CH2:23][N:22]([CH:25]([CH3:27])[CH3:26])[CH2:21][CH2:20]4)[CH:17]=[C:12]3[CH:11]=2)=[O:9])[CH2:4][CH2:3]1.[H-].[Na+].[CH3:32][S:33](Cl)(=[O:35])=[O:34]. The catalyst is CN(C=O)C. The product is [F:29][C:2]1([F:1])[CH2:7][CH2:6][N:5]([C:8]([C:10]2[N:28]([S:33]([CH3:32])(=[O:35])=[O:34])[C:13]3=[N:14][CH:15]=[C:16]([O:18][CH:19]4[CH2:20][CH2:21][N:22]([CH:25]([CH3:27])[CH3:26])[CH2:23][CH2:24]4)[CH:17]=[C:12]3[CH:11]=2)=[O:9])[CH2:4][CH2:3]1. The yield is 0.440. (7) The reactants are [CH2:1]([C:17]1[CH:22]=[CH:21][C:20]([S:23](Cl)(=[O:25])=[O:24])=[CH:19][CH:18]=1)[CH2:2][CH2:3][CH2:4][CH2:5][CH2:6][CH2:7][CH2:8][CH2:9][CH2:10][CH2:11][CH2:12][CH2:13][CH2:14][CH2:15][CH3:16].[S:27]1[CH:31]=[N:30][N:29]=[C:28]1[NH2:32].Cl. The catalyst is N1C=CC=CC=1. The product is [CH2:1]([C:17]1[CH:22]=[CH:21][C:20]([S:23]([NH:32][C:28]2[S:27][CH:31]=[N:30][N:29]=2)(=[O:25])=[O:24])=[CH:19][CH:18]=1)[CH2:2][CH2:3][CH2:4][CH2:5][CH2:6][CH2:7][CH2:8][CH2:9][CH2:10][CH2:11][CH2:12][CH2:13][CH2:14][CH2:15][CH3:16]. The yield is 0.460. (8) The reactants are Cl.[NH2:2][OH:3].C[O-].[Na+].CO.CO[C:11](=[O:39])[C@@H:12]([NH:16][C:17](=[O:38])[C:18]1[CH:23]=[CH:22][C:21]([S:24][C:25]2[CH:30]=[CH:29][C:28]([CH2:31][N:32]3[CH2:37][CH2:36][O:35][CH2:34][CH2:33]3)=[CH:27][CH:26]=2)=[CH:20][CH:19]=1)[C@H:13]([OH:15])[CH3:14].Cl. The catalyst is CO.C1COCC1.CO. The product is [OH:15][C@H:13]([CH3:14])[C@H:12]([NH:16][C:17](=[O:38])[C:18]1[CH:23]=[CH:22][C:21]([S:24][C:25]2[CH:26]=[CH:27][C:28]([CH2:31][N:32]3[CH2:37][CH2:36][O:35][CH2:34][CH2:33]3)=[CH:29][CH:30]=2)=[CH:20][CH:19]=1)[C:11](=[O:39])[NH:2][OH:3]. The yield is 0.520.